From a dataset of Reaction yield outcomes from USPTO patents with 853,638 reactions. Predict the reaction yield, written as a fraction of the theoretical maximum amount of product (1.0 means a 100% yield; for example, 0.34 means a 34% yield). The reactants are [Br:1]Br.[CH2:3]([O:5][C:6]1[C:7]([OH:14])=[C:8]([CH:11]=[CH:12][CH:13]=1)[CH:9]=[O:10])[CH3:4]. The catalyst is Br.CC(O)=O. The product is [Br:1][C:12]1[CH:13]=[C:6]([O:5][CH2:3][CH3:4])[C:7]([OH:14])=[C:8]([CH:11]=1)[CH:9]=[O:10]. The yield is 0.200.